Dataset: Full USPTO retrosynthesis dataset with 1.9M reactions from patents (1976-2016). Task: Predict the reactants needed to synthesize the given product. (1) The reactants are: [CH:1]1([CH:6]([C:21]2[CH:26]=[CH:25][C:24]([CH2:27][N:28]3[C:33](=[O:34])[CH2:32][O:31][C:30]([C:35]4[CH:40]=[CH:39][CH:38]=[CH:37][CH:36]=4)=[N:29]3)=[CH:23][CH:22]=2)[C:7]([NH:9][C:10]2[CH:15]=[CH:14][C:13](/[CH:16]=[CH:17]/[C:18]([OH:20])=[O:19])=[CH:12][CH:11]=2)=[O:8])[CH2:5][CH2:4][CH2:3][CH2:2]1. Given the product [CH:1]1([CH:6]([C:21]2[CH:26]=[CH:25][C:24]([CH2:27][N:28]3[C:33](=[O:34])[CH2:32][O:31][C:30]([C:35]4[CH:40]=[CH:39][CH:38]=[CH:37][CH:36]=4)=[N:29]3)=[CH:23][CH:22]=2)[C:7]([NH:9][C:10]2[CH:11]=[CH:12][C:13]([CH2:16][CH2:17][C:18]([OH:20])=[O:19])=[CH:14][CH:15]=2)=[O:8])[CH2:2][CH2:3][CH2:4][CH2:5]1, predict the reactants needed to synthesize it. (2) The reactants are: [CH2:1]1[C:9]2[C:4](=[CH:5][CH:6]=[CH:7][CH:8]=2)[CH2:3][CH:2]1[N:10]1[C:14]([C:15]2[CH:20]=[CH:19][CH:18]=[CH:17][CH:16]=2)=[C:13]([C:21](O)=[O:22])[N:12]=[CH:11]1.[CH2:24]([N:31]1[CH2:36][CH2:35][NH:34][C@H:33]([C:37](=[O:41])[CH:38]([CH3:40])[CH3:39])[CH2:32]1)[C:25]1[CH:30]=[CH:29][CH:28]=[CH:27][CH:26]=1.CCN=C=NCCCN(C)C.Cl.C1C=CC2N(O)N=NC=2C=1.C(N(CC)C(C)C)(C)C.C(=O)(O)[O-].[Na+]. Given the product [CH2:24]([N:31]1[CH2:36][CH2:35][N:34]([C:21]([C:13]2[N:12]=[CH:11][N:10]([CH:2]3[CH2:3][C:4]4[C:9](=[CH:8][CH:7]=[CH:6][CH:5]=4)[CH2:1]3)[C:14]=2[C:15]2[CH:16]=[CH:17][CH:18]=[CH:19][CH:20]=2)=[O:22])[C@H:33]([C:37](=[O:41])[CH:38]([CH3:39])[CH3:40])[CH2:32]1)[C:25]1[CH:26]=[CH:27][CH:28]=[CH:29][CH:30]=1, predict the reactants needed to synthesize it.